Dataset: Full USPTO retrosynthesis dataset with 1.9M reactions from patents (1976-2016). Task: Predict the reactants needed to synthesize the given product. Given the product [CH:32]1([NH:31][C:29]2[S:30][C:26](=[CH:25][C:22]3[CH:23]=[C:24]4[C:19](=[CH:20][CH:21]=3)[N:18]=[CH:17][C:16]([C:36]#[N:37])=[C:15]4[O:14][CH:11]3[CH2:10][CH2:9][NH:8][CH2:13][CH2:12]3)[C:27](=[O:35])[N:28]=2)[CH2:33][CH2:34]1, predict the reactants needed to synthesize it. The reactants are: C(OC([N:8]1[CH2:13][CH2:12][CH:11]([O:14][C:15]2[C:24]3[C:19](=[CH:20][CH:21]=[C:22](/[CH:25]=[C:26]4/[C:27](=[O:35])[N:28]=[C:29]([NH:31][CH:32]5[CH2:34][CH2:33]5)[S:30]/4)[CH:23]=3)[N:18]=[CH:17][C:16]=2[C:36]#[N:37])[CH2:10][CH2:9]1)=O)(C)(C)C.Cl.O1CCOCC1.